From a dataset of Forward reaction prediction with 1.9M reactions from USPTO patents (1976-2016). Predict the product of the given reaction. (1) Given the reactants O=[CH:2][C:3]1[CH:11]=[CH:10][C:8]([OH:9])=[C:5]([O:6][CH3:7])[CH:4]=1.[C:12]([CH2:15][C:16](=[O:18])[CH3:17])(=[O:14])[CH3:13], predict the reaction product. The product is: [CH3:7][O:6][C:5]1[C:8]([OH:9])=[CH:10][CH:11]=[C:3](/[CH:2]=[CH:13]/[C:12]([CH2:15][C:16](/[CH:17]=[CH:2]/[C:3]2[CH:4]=[C:5]([O:6][CH3:7])[C:8]([OH:9])=[CH:10][CH:11]=2)=[O:18])=[O:14])[CH:4]=1. (2) Given the reactants Cl[C:2]([F:21])([F:20])[C:3](Cl)([F:18])[O:4][C:5]([Cl:17])([Cl:16])[C:6]([F:15])([F:14])[C:7](Cl)([F:12])[C:8](Cl)([F:10])[F:9], predict the reaction product. The product is: [C:8](=[C:7]([C:6]([C:5]([O:4][C:3](=[C:2]([F:20])[F:21])[F:18])([Cl:16])[Cl:17])([F:15])[F:14])[F:12])([F:10])[F:9]. (3) The product is: [CH3:16][C:2]1([CH3:1])[O:3][C:4](=[O:15])[C@H:5]([C@@H:7]([C:8]([N:61]2[CH2:66][CH2:65][N:64]([C:67]3[CH:72]=[CH:71][CH:70]=[CH:69][N:68]=3)[CH2:63][C@H:62]2[CH3:77])=[O:10])[CH2:11][CH:12]([CH3:14])[CH3:13])[O:6]1. Given the reactants [CH3:1][C:2]1([CH3:16])[O:6][C@@H:5]([C@@H:7]([CH2:11][CH:12]([CH3:14])[CH3:13])[C:8]([OH:10])=O)[C:4](=[O:15])[O:3]1.CCN(C(C)C)C(C)C.CN(C(ON1N=NC2C=CC=NC1=2)=[N+](C)C)C.F[P-](F)(F)(F)(F)F.ONC(=O)[C@@H](O)[C@@H](C([N:61]1[CH2:66][CH2:65][N:64]([C:67]2[CH:72]=[C:71](C(F)(F)F)[CH:70]=[CH:69][N:68]=2)[CH2:63][C@H:62]1[CH3:77])=O)CC(C)C, predict the reaction product. (4) Given the reactants [CH2:1]([C:3]1[CH:8]=[CH:7][C:6]([CH:9]2[CH2:14][N:13]([C:15](OC3C=CC([N+]([O-])=O)=CC=3)=[O:16])[CH2:12][CH:11]([C:27]([O:29][CH3:30])=[O:28])[CH2:10]2)=[CH:5][CH:4]=1)[CH3:2].[NH:31]1[CH2:36][CH2:35][S:34][CH2:33][CH2:32]1.C(=O)([O-])[O-].[K+].[K+], predict the reaction product. The product is: [CH2:1]([C:3]1[CH:4]=[CH:5][C:6]([CH:9]2[CH2:14][N:13]([C:15]([N:31]3[CH2:36][CH2:35][S:34][CH2:33][CH2:32]3)=[O:16])[CH2:12][CH:11]([C:27]([O:29][CH3:30])=[O:28])[CH2:10]2)=[CH:7][CH:8]=1)[CH3:2]. (5) Given the reactants [Cl:1][C:2]1[CH:3]=[CH:4][C:5]2[C:6](Cl)=[C:7]3[N:15]=[C:14]([O:16][CH3:17])[CH:13]=[CH:12][C:8]3=[N:9][C:10]=2[CH:11]=1.[CH3:19][N:20]1[CH2:25][CH2:24][N:23]([CH2:26][CH2:27][NH2:28])[CH2:22][CH2:21]1, predict the reaction product. The product is: [Cl:1][C:2]1[CH:3]=[CH:4][C:5]2[C:10]([CH:11]=1)=[N:9][C:8]1[C:7]([C:6]=2[NH:28][CH2:27][CH2:26][N:23]2[CH2:24][CH2:25][N:20]([CH3:19])[CH2:21][CH2:22]2)=[N:15][C:14]([O:16][CH3:17])=[CH:13][CH:12]=1. (6) Given the reactants [ClH:1].[NH:2]1[CH2:6][CH2:5][CH2:4][C@H:3]1[CH2:7][C:8]#[N:9].C(C[C@H]1CCCN1C(OC(C)(C)C)=O)#N, predict the reaction product. The product is: [ClH:1].[NH:2]1[CH2:6][CH2:5][CH2:4][C@@H:3]1[CH2:7][C:8]#[N:9].